Dataset: M1 muscarinic receptor antagonist screen with 61,756 compounds. Task: Binary Classification. Given a drug SMILES string, predict its activity (active/inactive) in a high-throughput screening assay against a specified biological target. (1) The molecule is S(CC(=O)Nc1cc(ccc1)C(OCC)=O)c1nc(N)cc(n1)N. The result is 0 (inactive). (2) The drug is S(=O)(=O)(Nc1c(ccc(c1)C)C)c1c(ccc2nsnc12)C. The result is 0 (inactive).